From a dataset of Full USPTO retrosynthesis dataset with 1.9M reactions from patents (1976-2016). Predict the reactants needed to synthesize the given product. (1) Given the product [F:36][C:35]([F:38])([F:37])[C:34]([OH:39])=[O:2].[CH3:1][O:2][C:3]1[CH:12]=[CH:11][C:10]2[C:5](=[CH:6][C:7]3[CH2:17][CH2:16][NH:15][CH2:14][CH2:13][C:8]=3[CH:9]=2)[N:4]=1, predict the reactants needed to synthesize it. The reactants are: [CH3:1][O:2][C:3]1[CH:12]=[CH:11][C:10]2[C:5](=[CH:6][C:7]3[CH2:17][CH2:16][NH:15][CH2:14][CH2:13][C:8]=3[CH:9]=2)[N:4]=1.ClC1C=CC2C(=CC3CCN([C:34](=[O:39])[C:35]([F:38])([F:37])[F:36])CCC=3C=2)N=1.C[O-].[Na+]. (2) Given the product [C:25]([NH:24][C:21]1[CH:22]=[CH:23][C:18]([O:17][C:9]2[CH:8]=[C:7]3[C:12]([C:13]([C:14]([NH2:16])=[O:15])=[C:5]([NH:4][C:2]([NH2:1])=[O:3])[NH:6]3)=[CH:11][CH:10]=2)=[CH:19][CH:20]=1)(=[O:27])[CH3:26], predict the reactants needed to synthesize it. The reactants are: [NH2:1][C:2]([NH:4][C:5]1[NH:6][C:7]2[C:12]([C:13]=1[C:14]([NH2:16])=[O:15])=[CH:11][CH:10]=[C:9]([O:17][C:18]1[CH:23]=[CH:22][C:21]([NH2:24])=[CH:20][CH:19]=1)[CH:8]=2)=[O:3].[C:25](O)(=[O:27])[CH3:26].C(N(CC)C(C)C)(C)C.F[P-](F)(F)(F)(F)F.N1(OC(N(C)C)=[N+](C)C)C2N=CC=CC=2N=N1. (3) Given the product [Cl:33][C:26]1[CH:25]=[C:24]([C:21]2[CH:22]=[CH:23][N:19]([C@H:17]([CH3:18])[CH2:16][NH:15][C:10]([C:8]3[N:9]=[C:5]([C:2]([OH:1])([CH3:3])[CH3:4])[O:6][CH:7]=3)=[O:12])[N:20]=2)[CH:31]=[C:30]([F:32])[C:27]=1[C:28]#[N:29], predict the reactants needed to synthesize it. The reactants are: [OH:1][C:2]([C:5]1[O:6][CH:7]=[C:8]([C:10]([O:12]CC)=O)[N:9]=1)([CH3:4])[CH3:3].[NH2:15][CH2:16][C@H:17]([N:19]1[CH:23]=[CH:22][C:21]([C:24]2[CH:31]=[C:30]([F:32])[C:27]([C:28]#[N:29])=[C:26]([Cl:33])[CH:25]=2)=[N:20]1)[CH3:18]. (4) Given the product [C:26]1([S:32]([C:2]2[CH:3]=[C:4]3[C:8](=[CH:9][CH:10]=2)[NH:7][CH:6]=[CH:5]3)(=[O:34])=[O:33])[CH:31]=[CH:30][CH:29]=[CH:28][CH:27]=1, predict the reactants needed to synthesize it. The reactants are: Br[C:2]1[CH:3]=[C:4]2[C:8](=[CH:9][CH:10]=1)[N:7]([Si](C(C)C)(C(C)C)C(C)C)[CH:6]=[CH:5]2.C([Li])(C)(C)C.[C:26]1([S:32](F)(=[O:34])=[O:33])[CH:31]=[CH:30][CH:29]=[CH:28][CH:27]=1. (5) The reactants are: Br[C:2]1[N:6]=[C:5]([NH:7][C:8](=[O:14])[O:9][C:10]([CH3:13])([CH3:12])[CH3:11])[S:4][N:3]=1.[NH:15]1[C:23]2[C:18](=[CH:19][C:20](B(O)O)=[CH:21][CH:22]=2)[CH:17]=[CH:16]1.C([O-])([O-])=O.[K+].[K+]. Given the product [NH:15]1[C:23]2[C:18](=[CH:19][C:20]([C:2]3[N:6]=[C:5]([NH:7][C:8](=[O:14])[O:9][C:10]([CH3:13])([CH3:12])[CH3:11])[S:4][N:3]=3)=[CH:21][CH:22]=2)[CH:17]=[CH:16]1, predict the reactants needed to synthesize it. (6) Given the product [NH2:1][C:2]1[C:7]([Cl:8])=[C:6]([NH:32][CH2:33][CH2:34][OH:35])[N:5]=[C:4]([C:10]([NH:12][CH2:13][CH:14]2[CH2:19][CH2:18][N:17]([CH2:20][C:21]3[S:25][C:24]([C:26]4[CH:31]=[CH:30][CH:29]=[CH:28][N:27]=4)=[N:23][CH:22]=3)[CH2:16][CH2:15]2)=[O:11])[CH:3]=1, predict the reactants needed to synthesize it. The reactants are: [NH2:1][C:2]1[C:7]([Cl:8])=[C:6](Cl)[N:5]=[C:4]([C:10]([NH:12][CH2:13][CH:14]2[CH2:19][CH2:18][N:17]([CH2:20][C:21]3[S:25][C:24]([C:26]4[CH:31]=[CH:30][CH:29]=[CH:28][N:27]=4)=[N:23][CH:22]=3)[CH2:16][CH2:15]2)=[O:11])[CH:3]=1.[NH2:32][CH2:33][CH2:34][OH:35].